From a dataset of NCI-60 drug combinations with 297,098 pairs across 59 cell lines. Regression. Given two drug SMILES strings and cell line genomic features, predict the synergy score measuring deviation from expected non-interaction effect. (1) Drug 1: CC1=C2C(C(=O)C3(C(CC4C(C3C(C(C2(C)C)(CC1OC(=O)C(C(C5=CC=CC=C5)NC(=O)OC(C)(C)C)O)O)OC(=O)C6=CC=CC=C6)(CO4)OC(=O)C)O)C)O. Drug 2: C1=NC(=NC(=O)N1C2C(C(C(O2)CO)O)O)N. Cell line: HCT-15. Synergy scores: CSS=16.2, Synergy_ZIP=-6.44, Synergy_Bliss=1.14, Synergy_Loewe=-0.420, Synergy_HSA=0.584. (2) Drug 1: C1CC(=O)NC(=O)C1N2CC3=C(C2=O)C=CC=C3N. Drug 2: CN1C2=C(C=C(C=C2)N(CCCl)CCCl)N=C1CCCC(=O)O.Cl. Cell line: TK-10. Synergy scores: CSS=-0.281, Synergy_ZIP=0.291, Synergy_Bliss=-0.265, Synergy_Loewe=-1.52, Synergy_HSA=-0.905. (3) Drug 1: C1=NC2=C(N=C(N=C2N1C3C(C(C(O3)CO)O)O)F)N. Drug 2: CCC1=C2CN3C(=CC4=C(C3=O)COC(=O)C4(CC)O)C2=NC5=C1C=C(C=C5)O. Cell line: K-562. Synergy scores: CSS=26.4, Synergy_ZIP=0.198, Synergy_Bliss=4.91, Synergy_Loewe=-8.24, Synergy_HSA=1.79.